Task: Binary Classification. Given a drug SMILES string, predict its activity (active/inactive) in a high-throughput screening assay against a specified biological target.. Dataset: M1 muscarinic receptor antagonist screen with 61,756 compounds The compound is S(CC(=O)c1oc2c(c1)cccc2)c1[n+]([O-])cccc1. The result is 0 (inactive).